Dataset: CYP2D6 inhibition data for predicting drug metabolism from PubChem BioAssay. Task: Regression/Classification. Given a drug SMILES string, predict its absorption, distribution, metabolism, or excretion properties. Task type varies by dataset: regression for continuous measurements (e.g., permeability, clearance, half-life) or binary classification for categorical outcomes (e.g., BBB penetration, CYP inhibition). Dataset: cyp2d6_veith. The compound is CC(C)N(CCNC(=O)C1CCC(=O)N1Cc1ccc(F)cc1)Cc1ccccc1. The result is 1 (inhibitor).